From a dataset of Reaction yield outcomes from USPTO patents with 853,638 reactions. Predict the reaction yield, written as a fraction of the theoretical maximum amount of product (1.0 means a 100% yield; for example, 0.34 means a 34% yield). (1) The reactants are [N+:1]([C:4]1[CH:12]=[CH:11][C:7]([C:8](Cl)=[O:9])=[CH:6][CH:5]=1)([O-:3])=[O:2].[OH:13][C@H:14]1[C:18]2[N:19]=[CH:20][N:21]=[C:22]([N:23]3[CH2:28][CH2:27][N:26]([C:29]([O:31][C:32]([CH3:35])([CH3:34])[CH3:33])=[O:30])[CH2:25][CH2:24]3)[C:17]=2[C@H:16]([CH3:36])[CH2:15]1.C(N(CC)CC)C.C([O-])(O)=O.[Na+]. The catalyst is C(Cl)Cl. The product is [CH3:36][C@H:16]1[C:17]2[C:22]([N:23]3[CH2:28][CH2:27][N:26]([C:29]([O:31][C:32]([CH3:35])([CH3:34])[CH3:33])=[O:30])[CH2:25][CH2:24]3)=[N:21][CH:20]=[N:19][C:18]=2[C@H:14]([O:13][C:8](=[O:9])[C:7]2[CH:6]=[CH:5][C:4]([N+:1]([O-:3])=[O:2])=[CH:12][CH:11]=2)[CH2:15]1. The yield is 0.845. (2) The reactants are [CH3:1][N:2]([CH3:20])[CH2:3][CH2:4][CH2:5][O:6][C:7]1[CH:12]=[CH:11][C:10]([NH2:13])=[CH:9][C:8]=1[C:14]1[N:15]([CH3:19])[N:16]=[CH:17][CH:18]=1.[F:21][C:22]1[CH:27]=[CH:26][C:25]([CH3:28])=[CH:24][C:23]=1[N:29]=[C:30]=[O:31]. The catalyst is C(Cl)Cl. The product is [CH3:20][N:2]([CH3:1])[CH2:3][CH2:4][CH2:5][O:6][C:7]1[CH:12]=[CH:11][C:10]([NH:13][C:30]([NH:29][C:23]2[CH:24]=[C:25]([CH3:28])[CH:26]=[CH:27][C:22]=2[F:21])=[O:31])=[CH:9][C:8]=1[C:14]1[N:15]([CH3:19])[N:16]=[CH:17][CH:18]=1. The yield is 0.780. (3) The reactants are [NH2:1][C:2]1[CH:7]=[N:6][C:5]([Br:8])=[CH:4][N:3]=1.ClCCl.N1C=CC=CC=1.[CH3:18][C:19]([CH3:24])([CH3:23])[C:20](Cl)=[O:21]. The catalyst is C(O)C. The product is [Br:8][C:5]1[N:6]=[CH:7][C:2]([NH:1][C:20](=[O:21])[C:19]([CH3:24])([CH3:23])[CH3:18])=[N:3][CH:4]=1. The yield is 0.904. (4) The reactants are [C:1]([C:5]1[CH:29]=[CH:28][C:8]([C:9]([NH:11][C:12]2[C:13]([O:26]C)=[N:14][CH:15]=[C:16]([C:18]3[CH:23]=[CH:22][N:21]=[C:20]([S:24][CH3:25])[N:19]=3)[CH:17]=2)=[O:10])=[CH:7][CH:6]=1)([CH3:4])([CH3:3])[CH3:2]. The catalyst is O1CCOCC1.O. The product is [C:1]([C:5]1[CH:6]=[CH:7][C:8]([C:9]([NH:11][C:12]2[C:13](=[O:26])[NH:14][CH:15]=[C:16]([C:18]3[CH:23]=[CH:22][N:21]=[C:20]([S:24][CH3:25])[N:19]=3)[CH:17]=2)=[O:10])=[CH:28][CH:29]=1)([CH3:4])([CH3:2])[CH3:3]. The yield is 0.250. (5) The reactants are [NH:1]1[C:9]2[C:4](=[CH:5][C:6]([C:10]3[N:15]=[N:14][C:13]([O:16][C@H:17]4[CH:22]5[CH2:23][CH2:24][N:19]([CH2:20][CH2:21]5)[CH2:18]4)=[CH:12][CH:11]=3)=[CH:7][CH:8]=2)[CH:3]=[CH:2]1.[C:25]([OH:32])(=[O:31])/[CH:26]=[CH:27]/[C:28]([OH:30])=[O:29]. The catalyst is CCOC(C)=O.CO. The product is [C:25]([OH:32])(=[O:31])/[CH:26]=[CH:27]/[C:28]([OH:30])=[O:29].[NH:1]1[C:9]2[C:4](=[CH:5][C:6]([C:10]3[N:15]=[N:14][C:13]([O:16][C@H:17]4[CH:22]5[CH2:21][CH2:20][N:19]([CH2:24][CH2:23]5)[CH2:18]4)=[CH:12][CH:11]=3)=[CH:7][CH:8]=2)[CH:3]=[CH:2]1. The yield is 0.850. (6) The reactants are [OH:1][N:2]=[CH:3][C:4]1[C:13]2[C:8](=[CH:9][CH:10]=[CH:11][CH:12]=2)[C:7]([C:14]([O:16][CH3:17])=[O:15])=[CH:6][CH:5]=1.ClN1C(=O)CCC1=O.[Cl:26][C:27]1[CH:32]=[C:31]([C:33]([C:35]([F:38])([F:37])[F:36])=[CH2:34])[CH:30]=[C:29]([Cl:39])[CH:28]=1.C(N(CC)CC)C. The catalyst is CN(C)C=O.O. The product is [Cl:26][C:27]1[CH:32]=[C:31]([C:33]2([C:35]([F:38])([F:36])[F:37])[O:1][N:2]=[C:3]([C:4]3[C:13]4[C:8](=[CH:9][CH:10]=[CH:11][CH:12]=4)[C:7]([C:14]([O:16][CH3:17])=[O:15])=[CH:6][CH:5]=3)[CH2:34]2)[CH:30]=[C:29]([Cl:39])[CH:28]=1. The yield is 0.340. (7) The reactants are [C:1]([O:12][CH3:13])(=[O:11])[C:2]1[CH:10]=[CH:9][C:7]([OH:8])=[C:4]([O:5][CH3:6])[CH:3]=1.Br[CH2:15][CH2:16][O:17][CH3:18].C([O-])([O-])=O.[K+].[K+]. The catalyst is CN(C=O)C. The product is [CH3:6][O:5][C:4]1[CH:3]=[C:2]([CH:10]=[CH:9][C:7]=1[O:8][CH2:15][CH2:16][O:17][CH3:18])[C:1]([O:12][CH3:13])=[O:11]. The yield is 0.998. (8) The reactants are [CH:1]1[CH:6]=[C:5]2[C:7](Br)=[CH:8][S:9][C:4]2=[CH:3][CH:2]=1.CN([CH:14]=[O:15])C.C[CH2:17][O:18]CC. No catalyst specified. The product is [S:9]1[C:4]2[CH:3]=[CH:2][CH:1]=[CH:6][C:5]=2[C:7]([CH:17]=[O:18])=[C:8]1[CH:14]=[O:15]. The yield is 0.600. (9) The reactants are [CH3:1][S:2]([C:5]1[CH:24]=[CH:23][C:8]([CH2:9][N:10]2[C:18]3[C:13](=[CH:14][CH:15]=[CH:16][CH:17]=3)[C:12]([C:19]([O:21]C)=[O:20])=[CH:11]2)=[CH:7][CH:6]=1)(=[O:4])=[O:3].Cl. The catalyst is C1COCC1.O.[OH-].[Na+]. The product is [CH3:1][S:2]([C:5]1[CH:6]=[CH:7][C:8]([CH2:9][N:10]2[C:18]3[C:13](=[CH:14][CH:15]=[CH:16][CH:17]=3)[C:12]([C:19]([OH:21])=[O:20])=[CH:11]2)=[CH:23][CH:24]=1)(=[O:4])=[O:3]. The yield is 0.690. (10) The catalyst is C(O)(=O)C.C(OC(=O)C)(=O)C.O.[O-][W]([O-])(=O)=O.[Na+].[Na+]. The yield is 0.150. The reactants are B(O[O-])=O.[Na+].[I-:6].[K+].S(=O)(=O)(O)O.[C:13]([C:15]1[CH:20]=[CH:19][C:18]([NH:21]C(=O)C)=[C:17]([F:25])[CH:16]=1)#[N:14].S([O-])([O-])(=O)=S.[Na+].[Na+].S(=O)(O)[O-].[Na+]. The product is [NH2:21][C:18]1[C:19]([I:6])=[CH:20][C:15]([C:13]#[N:14])=[CH:16][C:17]=1[F:25].